This data is from Full USPTO retrosynthesis dataset with 1.9M reactions from patents (1976-2016). The task is: Predict the reactants needed to synthesize the given product. (1) Given the product [Cl:1][C:2]1[CH:11]=[C:10]2[C:5]([CH:6]=[C:7]([C:13]([NH2:18])=[O:15])[NH:8][C:9]2=[O:12])=[CH:4][CH:3]=1, predict the reactants needed to synthesize it. The reactants are: [Cl:1][C:2]1[CH:11]=[C:10]2[C:5]([CH:6]=[C:7]([C:13]([O:15]CC)=O)[NH:8][C:9]2=[O:12])=[CH:4][CH:3]=1.[NH3:18].CO. (2) Given the product [Br:1][C:2]1[C:3]([O:11][CH3:12])=[C:4]([CH3:10])[C:5]([CH2:8][O:9][Si:13]([C:16]([CH3:19])([CH3:18])[CH3:17])([CH3:15])[CH3:14])=[N:6][CH:7]=1, predict the reactants needed to synthesize it. The reactants are: [Br:1][C:2]1[C:3]([O:11][CH3:12])=[C:4]([CH3:10])[C:5]([CH2:8][OH:9])=[N:6][CH:7]=1.[Si:13](Cl)([C:16]([CH3:19])([CH3:18])[CH3:17])([CH3:15])[CH3:14].C(N(CC)CC)C.CN(C1C=CC=CN=1)C.